From a dataset of Catalyst prediction with 721,799 reactions and 888 catalyst types from USPTO. Predict which catalyst facilitates the given reaction. (1) Reactant: [OH:1][CH:2]([C:6]1[CH:11]=[CH:10][C:9]([C:12]2[N:16]=[C:15]([C:17]3[C:21]([C:22]([F:25])([F:24])[F:23])=[C:20]([C:26]4[CH:31]=[CH:30][CH:29]=[CH:28][CH:27]=4)[O:19][N:18]=3)[O:14][N:13]=2)=[CH:8][CH:7]=1)[C:3]([OH:5])=O.[NH2:32][CH2:33][C:34]([NH2:36])=[O:35].CN(C(ON1N=NC2C=CC=NC1=2)=[N+](C)C)C.F[P-](F)(F)(F)(F)F.CN1CCOCC1. Product: [NH2:36][C:34](=[O:35])[CH2:33][NH:32][C:3](=[O:5])[CH:2]([OH:1])[C:6]1[CH:7]=[CH:8][C:9]([C:12]2[N:16]=[C:15]([C:17]3[C:21]([C:22]([F:24])([F:25])[F:23])=[C:20]([C:26]4[CH:31]=[CH:30][CH:29]=[CH:28][CH:27]=4)[O:19][N:18]=3)[O:14][N:13]=2)=[CH:10][CH:11]=1. The catalyst class is: 3. (2) Reactant: [CH3:1][N:2]([CH3:16])[C:3]1([C:10]2[CH:15]=[CH:14][CH:13]=[CH:12][CH:11]=2)[CH2:8][CH2:7][C:6](=O)[CH2:5][CH2:4]1.[CH2:17]([NH2:20])[CH2:18][CH3:19].C(O)(=O)C.[OH-].[Na+]. Product: [CH3:1][N:2]([CH3:16])[C:3]1([C:10]2[CH:15]=[CH:14][CH:13]=[CH:12][CH:11]=2)[CH2:8][CH2:7][CH:6]([NH:20][CH2:17][CH2:18][CH3:19])[CH2:5][CH2:4]1. The catalyst class is: 7. (3) Reactant: [CH2:1]([O:8][C:9](=[O:19])[NH:10][CH2:11][CH2:12][CH2:13][NH:14][CH2:15][CH:16]1[CH2:18][CH2:17]1)[C:2]1[CH:7]=[CH:6][CH:5]=[CH:4][CH:3]=1.[C:20](O[C:20]([O:22][C:23]([CH3:26])([CH3:25])[CH3:24])=[O:21])([O:22][C:23]([CH3:26])([CH3:25])[CH3:24])=[O:21]. Product: [C:23]([O:22][C:20](=[O:21])[N:14]([CH2:13][CH2:12][CH2:11][NH:10][C:9]([O:8][CH2:1][C:2]1[CH:7]=[CH:6][CH:5]=[CH:4][CH:3]=1)=[O:19])[CH2:15][CH:16]1[CH2:18][CH2:17]1)([CH3:26])([CH3:25])[CH3:24]. The catalyst class is: 2. (4) Reactant: O[C@H:2]1[C@H:7]([C:8]2[CH:13]=[CH:12][C:11]([OH:14])=[CH:10][CH:9]=2)[CH2:6][CH2:5][N:4]([C:15]([O:17][C:18]([CH3:21])([CH3:20])[CH3:19])=[O:16])[CH2:3]1.COCCN(S(F)(F)[F:32])CCOC.C1(C)C=CC=CC=1.[Cl-].[NH4+]. Product: [F:32][C@H:2]1[C@H:7]([C:8]2[CH:13]=[CH:12][C:11]([OH:14])=[CH:10][CH:9]=2)[CH2:6][CH2:5][N:4]([C:15]([O:17][C:18]([CH3:21])([CH3:20])[CH3:19])=[O:16])[CH2:3]1. The catalyst class is: 10. (5) Reactant: [F:1][C:2]1[CH:3]=[C:4]([CH2:12][OH:13])[CH:5]=[CH:6][C:7]=1[C:8]([F:11])([F:10])[F:9].[H-].[Na+].I[CH3:17].[NH4+].[Cl-]. Product: [F:1][C:2]1[CH:3]=[C:4]([CH2:12][O:13][CH3:17])[CH:5]=[CH:6][C:7]=1[C:8]([F:10])([F:11])[F:9]. The catalyst class is: 329.